Regression/Classification. Given a drug SMILES string, predict its absorption, distribution, metabolism, or excretion properties. Task type varies by dataset: regression for continuous measurements (e.g., permeability, clearance, half-life) or binary classification for categorical outcomes (e.g., BBB penetration, CYP inhibition). Dataset: cyp2d6_substrate_carbonmangels. From a dataset of CYP2D6 substrate classification data from Carbon-Mangels et al.. (1) The molecule is O=c1n(CCCN2CCN(c3cccc(Cl)c3)CC2)nc2ccccn12. The result is 1 (substrate). (2) The molecule is O=[N+]([O-])c1cncn1CCN1CCOCC1. The result is 0 (non-substrate). (3) The drug is O=C(c1ccc(OCCN2CCCCC2)cc1)c1c(-c2ccc(O)cc2)sc2cc(O)ccc12. The result is 0 (non-substrate). (4) The compound is Nc1c2c(nc3ccccc13)CCCC2. The result is 0 (non-substrate).